The task is: Predict which catalyst facilitates the given reaction.. This data is from Catalyst prediction with 721,799 reactions and 888 catalyst types from USPTO. (1) Reactant: C([O:3][CH2:4][CH2:5][O:6][NH:7][C:8]([C:10]1[C:11]([NH:19][C:20]2[CH:25]=[CH:24][C:23]([Br:26])=[CH:22][C:21]=2[F:27])=[CH:12][C:13]2[N:14]([CH:16]=[CH:17][N:18]=2)[N:15]=1)=[O:9])=C.BrC1C=CC(NC2C(C(O)=O)=NN3C=CN=C3C=2)=C(F)C=1.CCN=C=NCCCN(C)C.C1C=CC2N(O)N=NC=2C=1.C(OCCON)=C.CCN(CC)CC. Product: [OH:3][CH2:4][CH2:5][O:6][NH:7][C:8]([C:10]1[C:11]([NH:19][C:20]2[CH:25]=[CH:24][C:23]([Br:26])=[CH:22][C:21]=2[F:27])=[CH:12][C:13]2[N:14]([CH:16]=[CH:17][N:18]=2)[N:15]=1)=[O:9]. The catalyst class is: 474. (2) Reactant: [F:1][C:2]([F:11])([F:10])[C:3]1[CH:4]=[CH:5][C:6]([NH2:9])=[N:7][CH:8]=1.[CH:12]([C:14]1[CH:15]=[C:16]([CH:19]=[CH:20][CH:21]=1)[C:17]#[N:18])=O.O.C1(C)C=CC(S(O)(=O)=O)=CC=1.[N+:34]([C:36]([CH3:39])([CH3:38])[CH3:37])#[C-:35]. Product: [C:36]([NH:34][C:35]1[N:7]2[CH:8]=[C:3]([C:2]([F:1])([F:10])[F:11])[CH:4]=[CH:5][C:6]2=[N:9][C:12]=1[C:14]1[CH:15]=[C:16]([CH:19]=[CH:20][CH:21]=1)[C:17]#[N:18])([CH3:39])([CH3:38])[CH3:37]. The catalyst class is: 5. (3) Reactant: [Cl:1][C:2]1[CH:7]=[CH:6][CH:5]=[CH:4][C:3]=1[C:8]1[CH:19]=[C:18]2[C:14]([CH:15]=[CH:16][N:17]2[CH3:20])=[C:13]2[C:9]=1[C:10](=[O:22])[NH:11][C:12]2=[O:21].C1C(=O)N([Br:30])C(=O)C1.C(OCC)(=O)C. Product: [Br:30][C:15]1[C:14]2[C:18](=[CH:19][C:8]([C:3]3[CH:4]=[CH:5][CH:6]=[CH:7][C:2]=3[Cl:1])=[C:9]3[C:13]=2[C:12](=[O:21])[NH:11][C:10]3=[O:22])[N:17]([CH3:20])[CH:16]=1. The catalyst class is: 7. (4) Reactant: [CH:1](=[O:10])[CH:2]=[CH:3][C:4]1[CH:9]=[CH:8][CH:7]=[CH:6][CH:5]=1.C(C1C(=O)C(Cl)=C(Cl)C(=O)C=1C#N)#N.[CH2:25]([OH:33])[CH2:26][CH2:27][CH2:28][CH2:29][CH2:30][CH2:31][CH3:32].O.[O-2].[O-2].[O-2].O=[Si]=O.O=[Si]=O.O=[Si]=O.O=[Si]=O.[Al+3].[Al+3]. Product: [C:1]([O:33][CH2:25][CH2:26][CH2:27][CH2:28][CH2:29][CH2:30][CH2:31][CH3:32])(=[O:10])[CH:2]=[CH:3][C:4]1[CH:9]=[CH:8][CH:7]=[CH:6][CH:5]=1. The catalyst class is: 12. (5) Reactant: [CH3:1][C:2]1[N:3]([C:8]2[CH:12]=[CH:11][N:10]([CH3:13])[N:9]=2)[C:4]([CH3:7])=[CH:5][CH:6]=1.C([Li])CCC.[Cl:19]C(Cl)(Cl)C(Cl)(Cl)Cl. Product: [Cl:19][C:11]1[N:10]([CH3:13])[N:9]=[C:8]([N:3]2[C:2]([CH3:1])=[CH:6][CH:5]=[C:4]2[CH3:7])[CH:12]=1. The catalyst class is: 7.